From a dataset of Reaction yield outcomes from USPTO patents with 853,638 reactions. Predict the reaction yield, written as a fraction of the theoretical maximum amount of product (1.0 means a 100% yield; for example, 0.34 means a 34% yield). (1) The reactants are [CH3:1][O:2][C:3]1[CH:8]=[CH:7][CH:6]=[CH:5][C:4]=1[C:9]1[C:17]2[C:12](=[N:13][CH:14]=[C:15](C3OC(C)(C)C(C)(C)O3)[CH:16]=2)[N:11]([CH2:27][O:28][C:29](=[O:34])[C:30]([CH3:33])([CH3:32])[CH3:31])[N:10]=1.[NH2:35][C:36]1[CH:46]=[CH:45][C:44](Br)=[CH:43][C:37]=1[C:38]([N:40]([CH3:42])[CH3:41])=[O:39]. The catalyst is C1COCC1.C(#N)C.C1C=CC([PH+]([C]2[CH][CH][CH][CH]2)C2C=CC=CC=2)=CC=1.C1C=CC([PH+]([C]2[CH][CH][CH][CH]2)C2C=CC=CC=2)=CC=1.C(Cl)Cl.Cl[Pd]Cl.[Fe]. The product is [NH2:35][C:36]1[CH:46]=[CH:45][C:44]([C:15]2[CH:16]=[C:17]3[C:9]([C:4]4[CH:5]=[CH:6][CH:7]=[CH:8][C:3]=4[O:2][CH3:1])=[N:10][N:11]([CH2:27][O:28][C:29](=[O:34])[C:30]([CH3:31])([CH3:33])[CH3:32])[C:12]3=[N:13][CH:14]=2)=[CH:43][C:37]=1[C:38](=[O:39])[N:40]([CH3:41])[CH3:42]. The yield is 0.520. (2) The reactants are [N+](C1C=CC(C([O:10][CH2:11][C@@H:12]([O:58]C(=O)C2C=CC([N+]([O-])=O)=CC=2)[CH2:13][C@@H:14]2[C@H:18]([O:19][CH3:20])[C@@H:17]([CH2:21][S:22]([C:25]3[CH:30]=[CH:29][CH:28]=[CH:27][CH:26]=3)(=[O:24])=[O:23])[C@H:16]([CH2:31][C@@H:32]3[C:37](=[CH2:38])[C@H:36]([CH3:39])[CH2:35][C@H:34]([CH2:40][CH2:41][C@H:42]4[C:46](=[CH2:47])[CH2:45][C@H:44]([CH2:48][CH2:49][CH2:50][O:51][C:52](=[O:57])[C:53]([CH3:56])([CH3:55])[CH3:54])[O:43]4)[O:33]3)[O:15]2)=O)=CC=1)([O-])=O. The catalyst is C1COCC1.CO. The product is [C:52]([O:51][CH2:50][CH2:49][CH2:48][C@H:44]1[CH2:45][C:46](=[CH2:47])[C@H:42]([CH2:41][CH2:40][C@H:34]2[CH2:35][C@@H:36]([CH3:39])[C:37](=[CH2:38])[C@@H:32]([CH2:31][C@H:16]3[C@H:17]([CH2:21][S:22]([C:25]4[CH:26]=[CH:27][CH:28]=[CH:29][CH:30]=4)(=[O:24])=[O:23])[C@@H:18]([O:19][CH3:20])[C@@H:14]([CH2:13][C@H:12]([OH:58])[CH2:11][OH:10])[O:15]3)[O:33]2)[O:43]1)(=[O:57])[C:53]([CH3:54])([CH3:56])[CH3:55]. The yield is 0.700. (3) The reactants are C(N)CCC.NO.Cl.[CH2:9]([NH:13][C@H:14]([CH2:17][CH2:18][CH2:19][CH2:20][CH2:21][CH2:22][CH2:23][CH2:24][CH3:25])[C:15]#[CH:16])[CH2:10][CH2:11][CH3:12].Br[C:27]#[C:28][C@@H:29]([OH:32])[CH:30]=[CH2:31]. The catalyst is O.C(Cl)Cl.[Cu]Cl. The product is [CH2:9]([NH:13][C@H:14]([CH2:17][CH2:18][CH2:19][CH2:20][CH2:21][CH2:22][CH2:23][CH2:24][CH3:25])[C:15]#[C:16][C:27]#[C:28][C@@H:29]([OH:32])[CH:30]=[CH2:31])[CH2:10][CH2:11][CH3:12]. The yield is 0.539. (4) The reactants are [CH:1]1([CH:7]([NH:18][C:19]2[CH:27]=[CH:26][C:22]([C:23](O)=[O:24])=[CH:21][CH:20]=2)[C:8]2[S:9][C:10]3[CH:17]=[CH:16][CH:15]=[CH:14][C:11]=3[C:12]=2[CH3:13])[CH2:6][CH2:5][CH2:4][CH2:3][CH2:2]1.[CH3:28][NH:29][CH2:30][CH2:31][C:32]([O:34]CC)=[O:33]. No catalyst specified. The product is [CH:1]1([CH:7]([NH:18][C:19]2[CH:20]=[CH:21][C:22]([C:23]([N:29]([CH3:28])[CH2:30][CH2:31][C:32]([OH:34])=[O:33])=[O:24])=[CH:26][CH:27]=2)[C:8]2[S:9][C:10]3[CH:17]=[CH:16][CH:15]=[CH:14][C:11]=3[C:12]=2[CH3:13])[CH2:6][CH2:5][CH2:4][CH2:3][CH2:2]1. The yield is 0.730. (5) The reactants are Br[C:2]1[CH:3]=[CH:4][C:5]2[N:6]([C:8]([C:11]3[CH:18]=[CH:17][C:14]([C:15]#[N:16])=[CH:13][CH:12]=3)=[CH:9][N:10]=2)[CH:7]=1.F[C:20]1[CH:25]=[C:24]([C:26]([N:28]2[CH2:33][CH2:32][N:31]([CH3:34])[CH2:30][CH2:29]2)=[O:27])[CH:23]=[CH:22][C:21]=1B(O)O.[O-]P([O-])([O-])=O.[K+].[K+].[K+].O1CCOC[CH2:47]1. The catalyst is O.C1C=CC([P]([Pd]([P](C2C=CC=CC=2)(C2C=CC=CC=2)C2C=CC=CC=2)([P](C2C=CC=CC=2)(C2C=CC=CC=2)C2C=CC=CC=2)[P](C2C=CC=CC=2)(C2C=CC=CC=2)C2C=CC=CC=2)(C2C=CC=CC=2)C2C=CC=CC=2)=CC=1. The product is [CH3:47][C:20]1[CH:25]=[C:24]([C:26]([N:28]2[CH2:33][CH2:32][N:31]([CH3:34])[CH2:30][CH2:29]2)=[O:27])[CH:23]=[CH:22][C:21]=1[C:2]1[CH:3]=[CH:4][C:5]2[N:6]([C:8]([C:11]3[CH:18]=[CH:17][C:14]([C:15]#[N:16])=[CH:13][CH:12]=3)=[CH:9][N:10]=2)[CH:7]=1. The yield is 0.996.